From a dataset of Peptide-MHC class I binding affinity with 185,985 pairs from IEDB/IMGT. Regression. Given a peptide amino acid sequence and an MHC pseudo amino acid sequence, predict their binding affinity value. This is MHC class I binding data. (1) The peptide sequence is SRPSGDLR. The MHC is HLA-B27:05 with pseudo-sequence HLA-B27:05. The binding affinity (normalized) is 0.0239. (2) The peptide sequence is AMQKESDDY. The MHC is HLA-A01:01 with pseudo-sequence HLA-A01:01. The binding affinity (normalized) is 0.269. (3) The peptide sequence is AELLSCSHLF. The MHC is HLA-B44:02 with pseudo-sequence HLA-B44:02. The binding affinity (normalized) is 0.713. (4) The peptide sequence is YEFRRVKSY. The MHC is HLA-A68:02 with pseudo-sequence HLA-A68:02. The binding affinity (normalized) is 0. (5) The peptide sequence is SSLPSYAAY. The MHC is HLA-A31:01 with pseudo-sequence HLA-A31:01. The binding affinity (normalized) is 0.0847. (6) The peptide sequence is FILVNLLIFH. The MHC is HLA-A33:01 with pseudo-sequence HLA-A33:01. The binding affinity (normalized) is 0.447. (7) The peptide sequence is TCQGSEDIK. The MHC is HLA-A03:01 with pseudo-sequence HLA-A03:01. The binding affinity (normalized) is 0. (8) The peptide sequence is EPGPSGLLI. The MHC is HLA-B18:01 with pseudo-sequence HLA-B18:01. The binding affinity (normalized) is 0.0847.